From a dataset of Reaction yield outcomes from USPTO patents with 853,638 reactions. Predict the reaction yield, written as a fraction of the theoretical maximum amount of product (1.0 means a 100% yield; for example, 0.34 means a 34% yield). (1) The reactants are [C:1]([O:5][C:6]([N:8]([C:32]([O:34][C:35]([CH3:38])([CH3:37])[CH3:36])=[O:33])[C:9]1[C:18]2[C:13](=[CH:14][C:15]([NH:19][CH:20]([C:25]3[CH:30]=[CH:29][CH:28]=[C:27]([Br:31])[CH:26]=3)[C:21]([O:23]C)=[O:22])=[CH:16][CH:17]=2)[CH:12]=[CH:11][N:10]=1)=[O:7])([CH3:4])([CH3:3])[CH3:2].O.[OH-].[Li+].CO. The catalyst is C1COCC1.O. The product is [C:1]([O:5][C:6]([N:8]([C:32]([O:34][C:35]([CH3:38])([CH3:37])[CH3:36])=[O:33])[C:9]1[C:18]2[C:13](=[CH:14][C:15]([NH:19][CH:20]([C:25]3[CH:30]=[CH:29][CH:28]=[C:27]([Br:31])[CH:26]=3)[C:21]([OH:23])=[O:22])=[CH:16][CH:17]=2)[CH:12]=[CH:11][N:10]=1)=[O:7])([CH3:4])([CH3:3])[CH3:2]. The yield is 0.930. (2) The reactants are Br[C:2]1[CH:7]=[CH:6][C:5]([N:8]2[CH:12]=[C:11]([C:13]([O:15][CH2:16][CH3:17])=[O:14])[N:10]=[C:9]2[CH2:18][CH:19]([CH3:21])[CH3:20])=[CH:4][CH:3]=1.[CH3:22][S:23]([C:26]1[CH:31]=[C:30](B2OC(C)(C)C(C)(C)O2)[CH:29]=[CH:28][C:27]=1[CH2:41][OH:42])(=[O:25])=[O:24].C([O-])([O-])=O.[Na+].[Na+]. The catalyst is O1CCOCC1.O.C1C=CC([P]([Pd]([P](C2C=CC=CC=2)(C2C=CC=CC=2)C2C=CC=CC=2)([P](C2C=CC=CC=2)(C2C=CC=CC=2)C2C=CC=CC=2)[P](C2C=CC=CC=2)(C2C=CC=CC=2)C2C=CC=CC=2)(C2C=CC=CC=2)C2C=CC=CC=2)=CC=1. The product is [OH:42][CH2:41][C:27]1[CH:28]=[CH:29][C:30]([C:2]2[CH:7]=[CH:6][C:5]([N:8]3[CH:12]=[C:11]([C:13]([O:15][CH2:16][CH3:17])=[O:14])[N:10]=[C:9]3[CH2:18][CH:19]([CH3:21])[CH3:20])=[CH:4][CH:3]=2)=[CH:31][C:26]=1[S:23]([CH3:22])(=[O:25])=[O:24]. The yield is 0.271. (3) The reactants are [O:1]1CCO[CH:2]1[C:6]1[S:7][CH:8]=[C:9]([C:11]2[N:12]=[CH:13][C:14]([O:41][CH3:42])=[C:15]3[C:19]([C:20](=[O:40])[C:21]([N:23]4[CH2:28][CH2:27][N:26]([C:29]5[N:33]([C:34]6[CH:39]=[CH:38][CH:37]=[CH:36][CH:35]=6)[N:32]=[N:31][N:30]=5)[CH2:25][CH2:24]4)=[O:22])=[CH:18][NH:17][C:16]=23)[N:10]=1.O.C(O)(C(F)(F)F)=O. No catalyst specified. The product is [CH3:42][O:41][C:14]1[CH:13]=[N:12][C:11]([C:9]2[N:10]=[C:6]([CH:2]=[O:1])[S:7][CH:8]=2)=[C:16]2[NH:17][CH:18]=[C:19]([C:20](=[O:40])[C:21](=[O:22])[N:23]3[CH2:24][CH2:25][N:26]([C:29]4[N:33]([C:34]5[CH:35]=[CH:36][CH:37]=[CH:38][CH:39]=5)[N:32]=[N:31][N:30]=4)[CH2:27][CH2:28]3)[C:15]=12. The yield is 0.365. (4) The reactants are [Br:1][C:2]1[NH:10][C:9]2[C:8](=[O:11])[N:7]([CH2:12][CH2:13][CH2:14][OH:15])[C:6](=[O:16])[N:5]([CH3:17])[C:4]=2[N:3]=1.I[CH2:19][CH3:20].C(=O)([O-])[O-].[K+].[K+]. The catalyst is CN(C=O)C. The product is [Br:1][C:2]1[N:10]([CH2:19][CH3:20])[C:9]2[C:8](=[O:11])[N:7]([CH2:12][CH2:13][CH2:14][OH:15])[C:6](=[O:16])[N:5]([CH3:17])[C:4]=2[N:3]=1. The yield is 0.917. (5) The reactants are S(O)(O)(=O)=O.[CH3:6][S:7][C:8](=[NH:10])[NH2:9].C(=O)([O-])[O-].[Na+].[Na+].[C:17](OCC)(=[O:22])[CH2:18][C:19]([CH3:21])=O. The catalyst is O. The product is [CH3:21][C:19]1[N:9]=[C:8]([S:7][CH3:6])[NH:10][C:17](=[O:22])[CH:18]=1. The yield is 0.950. (6) The reactants are [H-].[Na+].[F:3][C:4]([F:12])([F:11])[CH:5]([OH:10])[C:6]([F:9])([F:8])[F:7].Cl[C:14]1[CH:19]=[C:18]([CH3:20])[C:17]([N+:21]([O-:23])=[O:22])=[CH:16][N:15]=1.C(OCC)(=O)C. The catalyst is O1CCCC1.O. The product is [CH3:20][C:18]1[C:17]([N+:21]([O-:23])=[O:22])=[CH:16][N:15]=[C:14]([O:10][CH:5]([C:6]([F:9])([F:8])[F:7])[C:4]([F:12])([F:11])[F:3])[CH:19]=1. The yield is 0.800. (7) The reactants are [C:1]([O:20][CH2:21][CH2:22][N:23]([CH2:31][CH2:32][O:33][C:34](=[O:52])[CH2:35][CH2:36][CH2:37][CH2:38][CH2:39][CH2:40][CH2:41]/[CH:42]=[CH:43]\[CH2:44][CH2:45][CH2:46][CH2:47][CH2:48][CH2:49][CH2:50][CH3:51])C(=O)OC(C)(C)C)(=[O:19])[CH2:2][CH2:3][CH2:4][CH2:5][CH2:6][CH2:7][CH2:8]/[CH:9]=[CH:10]\[CH2:11][CH2:12][CH2:13][CH2:14][CH2:15][CH2:16][CH2:17][CH3:18].FC(F)(F)C(O)=O. The catalyst is ClCCl. The product is [C:1]([O:20][CH2:21][CH2:22][NH:23][CH2:31][CH2:32][O:33][C:34](=[O:52])[CH2:35][CH2:36][CH2:37][CH2:38][CH2:39][CH2:40][CH2:41]/[CH:42]=[CH:43]\[CH2:44][CH2:45][CH2:46][CH2:47][CH2:48][CH2:49][CH2:50][CH3:51])(=[O:19])[CH2:2][CH2:3][CH2:4][CH2:5][CH2:6][CH2:7][CH2:8]/[CH:9]=[CH:10]\[CH2:11][CH2:12][CH2:13][CH2:14][CH2:15][CH2:16][CH2:17][CH3:18]. The yield is 0.946. (8) The reactants are Cl[C:2]1[CH:7]=[CH:6][N:5]2[N:8]=[CH:9][C:10]([C:11]#[N:12])=[C:4]2[N:3]=1.[F:13][C:14]1[CH:19]=[CH:18][C:17]([F:20])=[CH:16][C:15]=1[CH:21]1[CH2:25][CH2:24][CH2:23][NH:22]1. The catalyst is CS(C)=O.O. The product is [F:13][C:14]1[CH:19]=[CH:18][C:17]([F:20])=[CH:16][C:15]=1[CH:21]1[CH2:25][CH2:24][CH2:23][N:22]1[C:2]1[CH:7]=[CH:6][N:5]2[N:8]=[CH:9][C:10]([C:11]#[N:12])=[C:4]2[N:3]=1. The yield is 0.980. (9) The reactants are [N+:1]([C:4]1[CH:5]=[C:6]([C:11]([O:13][CH3:14])=[O:12])[C:7](=[O:10])[NH:8][CH:9]=1)([O-:3])=[O:2].[F:15][C:16]1[CH:21]=[CH:20][C:19](B(O)O)=[CH:18][CH:17]=1. The catalyst is N1C=CC=CC=1.O1CCOCC1.N.C([O-])(=O)C.[Cu+2].C([O-])(=O)C. The product is [F:15][C:16]1[CH:21]=[CH:20][C:19]([N:8]2[CH:9]=[C:4]([N+:1]([O-:3])=[O:2])[CH:5]=[C:6]([C:11]([O:13][CH3:14])=[O:12])[C:7]2=[O:10])=[CH:18][CH:17]=1. The yield is 0.520.